From a dataset of Retrosynthesis with 50K atom-mapped reactions and 10 reaction types from USPTO. Predict the reactants needed to synthesize the given product. (1) Given the product COC(=O)c1ccc2[nH]cc(CC[N+](=O)[O-])c2c1, predict the reactants needed to synthesize it. The reactants are: COC(=O)c1ccc2[nH]cc(C=C[N+](=O)[O-])c2c1. (2) Given the product COc1ccc2cc(C(OC)c3cn(C(c4ccccc4)(c4ccccc4)c4ccccc4)cn3)ccc2c1, predict the reactants needed to synthesize it. The reactants are: CI.COc1ccc2cc(C(O)c3cn(C(c4ccccc4)(c4ccccc4)c4ccccc4)cn3)ccc2c1. (3) The reactants are: Brc1cc2c3c(ccc4cc(Br)cc(c43)C2)c1. Given the product Brc1cc2c3c(c1)Cc1cc(Br)cc(c1-3)CC2, predict the reactants needed to synthesize it. (4) Given the product CNC(=O)N1CC(Oc2ccccc2Cl)C1, predict the reactants needed to synthesize it. The reactants are: CN.O=C(Cl)N1CC(Oc2ccccc2Cl)C1. (5) Given the product CNc1nc(N[C@H]2CC[C@@H](CNC(=O)OCc3ccccc3)CC2)nc2c1CCCC2, predict the reactants needed to synthesize it. The reactants are: CNc1nc(Cl)nc2c1CCCC2.N[C@H]1CC[C@@H](CNC(=O)OCc2ccccc2)CC1. (6) Given the product NC(=O)N1c2ccccc2CC(=NNc2ccccc2)c2ccccc21, predict the reactants needed to synthesize it. The reactants are: NC(=O)N1c2ccccc2CC(=O)c2ccccc21.NNc1ccccc1. (7) Given the product C#CCC(O)(C=C=C)CCCC, predict the reactants needed to synthesize it. The reactants are: C#CC[Mg+].C=C=CC(=O)CCCC. (8) Given the product CC[C@@H]1C(=O)N(C)c2cnc(Nc3ccc(C(=O)N[C@H]4CC[C@H](N5CCN(CC6CC6)CC5)CC4)c4c3OC(C)(C)C4)nc2N1C1CCCC1, predict the reactants needed to synthesize it. The reactants are: CC[C@@H]1C(=O)N(C)c2cnc(Nc3ccc(C(=O)O)c4c3OC(C)(C)C4)nc2N1C1CCCC1.N[C@H]1CC[C@H](N2CCN(CC3CC3)CC2)CC1.